From a dataset of Reaction yield outcomes from USPTO patents with 853,638 reactions. Predict the reaction yield, written as a fraction of the theoretical maximum amount of product (1.0 means a 100% yield; for example, 0.34 means a 34% yield). The reactants are [CH2:1]([N:8]1[CH2:12][CH2:11][CH:10]([C:13]2(O)[CH2:18][CH2:17][CH2:16][CH2:15][CH2:14]2)[C:9]1=[O:20])[C:2]1[CH:7]=[CH:6][CH:5]=[CH:4][CH:3]=1.O.C1(C)C=CC(S(O)(=O)=O)=CC=1. The catalyst is C1(C)C=CC=CC=1. The product is [CH2:1]([N:8]1[CH2:12][CH2:11][CH:10]([C:13]2[CH2:18][CH2:17][CH2:16][CH2:15][CH:14]=2)[C:9]1=[O:20])[C:2]1[CH:7]=[CH:6][CH:5]=[CH:4][CH:3]=1. The yield is 0.710.